This data is from Forward reaction prediction with 1.9M reactions from USPTO patents (1976-2016). The task is: Predict the product of the given reaction. (1) Given the reactants [Cl:1][C:2]1[CH:7]=[CH:6][CH:5]=[CH:4][C:3]=1[C:8]1[C:12]([C:13]([OH:15])=O)=[C:11]([CH3:16])[O:10][N:9]=1.C(Cl)(=O)C(Cl)=O.C(N(CC)CC)C.[N:30]1([C:36]([O:38][C:39]([CH3:42])([CH3:41])[CH3:40])=[O:37])[CH2:35][CH2:34][NH:33][CH2:32][CH2:31]1, predict the reaction product. The product is: [Cl:1][C:2]1[CH:7]=[CH:6][CH:5]=[CH:4][C:3]=1[C:8]1[C:12]([C:13]([N:33]2[CH2:32][CH2:31][N:30]([C:36]([O:38][C:39]([CH3:42])([CH3:41])[CH3:40])=[O:37])[CH2:35][CH2:34]2)=[O:15])=[C:11]([CH3:16])[O:10][N:9]=1. (2) Given the reactants [C:1]([NH:4][C:5]1[CH:6]=[C:7]([C:11]2[N:16]=[C:15](Br)[CH:14]=[C:13]([N:18]3[CH2:23][CH2:22][O:21][CH2:20][CH2:19]3)[N:12]=2)[CH:8]=[CH:9][CH:10]=1)(=[O:3])[CH3:2].[OH:24][C:25]1[CH:26]=[C:27](B(O)O)[CH:28]=[CH:29][CH:30]=1.C(=O)(O)[O-].[Na+], predict the reaction product. The product is: [C:1]([NH:4][C:5]1[CH:6]=[C:7]([C:11]2[N:16]=[C:15]([C:29]3[CH:28]=[CH:27][CH:26]=[C:25]([OH:24])[CH:30]=3)[CH:14]=[C:13]([N:18]3[CH2:23][CH2:22][O:21][CH2:20][CH2:19]3)[N:12]=2)[CH:8]=[CH:9][CH:10]=1)(=[O:3])[CH3:2].